Predict the product of the given reaction. From a dataset of Forward reaction prediction with 1.9M reactions from USPTO patents (1976-2016). (1) Given the reactants [CH:1]1[C:18]2[C:17]3[C:12](=[CH:13][CH:14]=[CH:15][CH:16]=3)[C:11]3[C:6](=[CH:7][CH:8]=[CH:9][CH:10]=3)[C:5]=2[CH:4]=[CH:3][C:2]=1B(O)O.[Cl:22][C:23]1[N:28]=[C:27](Cl)[N:26]=[C:25]([C:30]2[CH:35]=[CH:34][CH:33]=[CH:32][CH:31]=2)[N:24]=1.C([O-])([O-])=O.[K+].[K+], predict the reaction product. The product is: [Cl:22][C:23]1[N:24]=[C:25]([C:30]2[CH:35]=[CH:34][CH:33]=[CH:32][CH:31]=2)[N:26]=[C:27]([C:2]2[CH:3]=[CH:4][C:5]3[C:6]4[C:11](=[CH:10][CH:9]=[CH:8][CH:7]=4)[C:12]4[C:17](=[CH:16][CH:15]=[CH:14][CH:13]=4)[C:18]=3[CH:1]=2)[N:28]=1. (2) The product is: [OH:11][C:3]1[C:4]([CH2:8][CH2:9][CH3:10])=[CH:5][C:6]([C:17]([NH:19][OH:20])=[NH:18])=[CH:7][C:2]=1[CH3:1]. Given the reactants [CH3:1][C:2]1[CH:7]=[CH:6][CH:5]=[C:4]([CH2:8][CH2:9][CH3:10])[C:3]=1[OH:11].C(C1C=C(C=C(C)C=1O)[C:17]([NH:19][OH:20])=[NH:18])C, predict the reaction product. (3) The product is: [CH3:28][N:27]([CH2:29][C:30]1[CH:31]=[CH:32][C:33]([NH:34]/[C:16](=[C:6]2\[C:5](=[O:25])[NH:4][C:12]3[C:7]\2=[CH:8][C:9]([N+:13]([O-:15])=[O:14])=[CH:10][CH:11]=3)/[C:17]2[CH:22]=[CH:21][CH:20]=[C:19]([Cl:23])[CH:18]=2)=[CH:35][CH:36]=1)[CH3:26]. Given the reactants C([N:4]1[C:12]2[C:7](=[CH:8][C:9]([N+:13]([O-:15])=[O:14])=[CH:10][CH:11]=2)[C:6](=[C:16](Cl)[C:17]2[CH:22]=[CH:21][CH:20]=[C:19]([Cl:23])[CH:18]=2)[C:5]1=[O:25])(=O)C.[CH3:26][N:27]([CH2:29][C:30]1[CH:36]=[CH:35][C:33]([NH2:34])=[CH:32][CH:31]=1)[CH3:28].[OH-].[Na+], predict the reaction product. (4) Given the reactants [Br:1][C:2]1[CH:3]=[C:4]([S:8](Cl)(=[O:10])=[O:9])[CH:5]=[CH:6][CH:7]=1.[CH3:12][NH:13][C:14]1[CH:19]=[CH:18][C:17]([NH:20][C:21]([NH:23][C:24]2[CH:29]=[CH:28][CH:27]=[CH:26][CH:25]=2)=[O:22])=[CH:16][CH:15]=1, predict the reaction product. The product is: [CH3:12][N:13]([C:14]1[CH:15]=[CH:16][C:17]([NH:20][C:21]([NH:23][C:24]2[CH:29]=[CH:28][CH:27]=[CH:26][CH:25]=2)=[O:22])=[CH:18][CH:19]=1)[S:8]([C:4]1[CH:5]=[CH:6][CH:7]=[C:2]([Br:1])[CH:3]=1)(=[O:10])=[O:9]. (5) Given the reactants [F:1][C:2]([F:30])([F:29])[C:3]1[CH:4]=[C:5]([CH:22]=[C:23]([C:25]([F:28])([F:27])[F:26])[CH:24]=1)[CH2:6][O:7][CH2:8][C:9]1([C:16]2[CH:21]=[CH:20][CH:19]=[CH:18][CH:17]=2)[CH2:15][CH2:14][CH2:13][NH:12][CH2:11][CH2:10]1.[BH4-].[Na+].[C:33](O)(=O)[CH3:34], predict the reaction product. The product is: [F:30][C:2]([F:29])([F:1])[C:3]1[CH:4]=[C:5]([CH:22]=[C:23]([C:25]([F:28])([F:27])[F:26])[CH:24]=1)[CH2:6][O:7][CH2:8][C:9]1([C:16]2[CH:21]=[CH:20][CH:19]=[CH:18][CH:17]=2)[CH2:15][CH2:14][CH2:13][N:12]([CH2:33][CH3:34])[CH2:11][CH2:10]1.